This data is from Forward reaction prediction with 1.9M reactions from USPTO patents (1976-2016). The task is: Predict the product of the given reaction. Given the reactants C([N:8]1[CH2:13][CH2:12][N:11]([CH2:14][CH3:15])[CH:10]([C:16]2[CH:21]=[CH:20][CH:19]=[CH:18][CH:17]=2)[CH2:9]1)(OC(C)(C)C)=O.CCOCC.Cl.Cl, predict the reaction product. The product is: [CH2:14]([N:11]1[CH2:12][CH2:13][NH:8][CH2:9][CH:10]1[C:16]1[CH:21]=[CH:20][CH:19]=[CH:18][CH:17]=1)[CH3:15].